This data is from NCI-60 drug combinations with 297,098 pairs across 59 cell lines. The task is: Regression. Given two drug SMILES strings and cell line genomic features, predict the synergy score measuring deviation from expected non-interaction effect. (1) Drug 1: C1=NC2=C(N1)C(=S)N=C(N2)N. Drug 2: CC(C)(C#N)C1=CC(=CC(=C1)CN2C=NC=N2)C(C)(C)C#N. Cell line: CAKI-1. Synergy scores: CSS=50.1, Synergy_ZIP=-0.528, Synergy_Bliss=-0.145, Synergy_Loewe=-1.23, Synergy_HSA=1.95. (2) Drug 1: COC1=CC(=CC(=C1O)OC)C2C3C(COC3=O)C(C4=CC5=C(C=C24)OCO5)OC6C(C(C7C(O6)COC(O7)C8=CC=CS8)O)O. Drug 2: CC1C(C(CC(O1)OC2CC(CC3=C2C(=C4C(=C3O)C(=O)C5=C(C4=O)C(=CC=C5)OC)O)(C(=O)CO)O)N)O.Cl. Cell line: MDA-MB-435. Synergy scores: CSS=45.2, Synergy_ZIP=-2.44, Synergy_Bliss=1.79, Synergy_Loewe=-2.18, Synergy_HSA=1.85. (3) Drug 1: CC1=CC2C(CCC3(C2CCC3(C(=O)C)OC(=O)C)C)C4(C1=CC(=O)CC4)C. Drug 2: C1C(C(OC1N2C=C(C(=O)NC2=O)F)CO)O. Cell line: UO-31. Synergy scores: CSS=19.8, Synergy_ZIP=-5.66, Synergy_Bliss=-10.7, Synergy_Loewe=-28.9, Synergy_HSA=-10.0. (4) Drug 1: CCCCCOC(=O)NC1=NC(=O)N(C=C1F)C2C(C(C(O2)C)O)O. Drug 2: CC1=C2C(C(=O)C3(C(CC4C(C3C(C(C2(C)C)(CC1OC(=O)C(C(C5=CC=CC=C5)NC(=O)OC(C)(C)C)O)O)OC(=O)C6=CC=CC=C6)(CO4)OC(=O)C)O)C)O. Cell line: SR. Synergy scores: CSS=-7.78, Synergy_ZIP=4.49, Synergy_Bliss=1.79, Synergy_Loewe=-7.81, Synergy_HSA=-6.67.